Dataset: Peptide-MHC class II binding affinity with 134,281 pairs from IEDB. Task: Regression. Given a peptide amino acid sequence and an MHC pseudo amino acid sequence, predict their binding affinity value. This is MHC class II binding data. (1) The peptide sequence is VASLLTTAEVVVTEI. The MHC is DRB1_0901 with pseudo-sequence DRB1_0901. The binding affinity (normalized) is 0.300. (2) The peptide sequence is SERPAIVPPADKYRT. The MHC is DRB1_0401 with pseudo-sequence DRB1_0401. The binding affinity (normalized) is 0.254. (3) The peptide sequence is EPIAPYHFDLSGHAF. The MHC is DRB1_1001 with pseudo-sequence DRB1_1001. The binding affinity (normalized) is 0.561. (4) The MHC is HLA-DQA10301-DQB10302 with pseudo-sequence HLA-DQA10301-DQB10302. The binding affinity (normalized) is 0.389. The peptide sequence is LQIIDKIDAAFKVAA. (5) The peptide sequence is KEFIRCLALPFRGYL. The MHC is DRB1_0404 with pseudo-sequence DRB1_0404. The binding affinity (normalized) is 0.851. (6) The peptide sequence is SGARSNVTFTVNQTS. The MHC is DRB1_0801 with pseudo-sequence DRB1_0801. The binding affinity (normalized) is 0.